Dataset: Full USPTO retrosynthesis dataset with 1.9M reactions from patents (1976-2016). Task: Predict the reactants needed to synthesize the given product. (1) Given the product [Cl:21][C:22]1[CH:27]=[CH:26][C:25](/[C:2](/[C:10]2[CH:15]=[CH:14][C:13]([CH:16]3[CH2:18][CH2:17]3)=[C:12]([O:19][CH3:20])[N:11]=2)=[CH:3]\[C@@H:4]2[NH:8][C:7](=[O:9])[CH2:6][CH2:5]2)=[CH:24][CH:23]=1, predict the reactants needed to synthesize it. The reactants are: Br/[C:2](/[C:10]1[CH:15]=[CH:14][C:13]([CH:16]2[CH2:18][CH2:17]2)=[C:12]([O:19][CH3:20])[N:11]=1)=[CH:3]\[C@@H:4]1[NH:8][C:7](=[O:9])[CH2:6][CH2:5]1.[Cl:21][C:22]1[CH:27]=[CH:26][C:25](B(O)O)=[CH:24][CH:23]=1.O1C=CC=C1P(C1OC=CC=1)C1OC=CC=1.C(=O)([O-])[O-].[Cs+].[Cs+]. (2) Given the product [C:20]([C:17]1[CH:18]=[CH:19][C:14]([CH2:13][NH:12][C:10](=[O:11])[CH:9]([C:5]2[C:6]([F:8])=[CH:7][C:2]([C:27]3[O:26][CH:30]=[CH:29][CH:28]=3)=[CH:3][C:4]=2[F:25])[O:22][CH2:23][CH3:24])=[CH:15][CH:16]=1)#[N:21], predict the reactants needed to synthesize it. The reactants are: Br[C:2]1[CH:7]=[C:6]([F:8])[C:5]([CH:9]([O:22][CH2:23][CH3:24])[C:10]([NH:12][CH2:13][C:14]2[CH:19]=[CH:18][C:17]([C:20]#[N:21])=[CH:16][CH:15]=2)=[O:11])=[C:4]([F:25])[CH:3]=1.[O:26]1[CH:30]=[CH:29][CH:28]=[C:27]1B(O)O.